This data is from Human liver microsome stability data. The task is: Regression/Classification. Given a drug SMILES string, predict its absorption, distribution, metabolism, or excretion properties. Task type varies by dataset: regression for continuous measurements (e.g., permeability, clearance, half-life) or binary classification for categorical outcomes (e.g., BBB penetration, CYP inhibition). Dataset: hlm. (1) The result is 0 (unstable in human liver microsomes). The drug is COc1ccc2c(c1)C1CC1(C(=O)N1C3CCC1CN(C)C3)Cn1c-2c(C2CCCCC2)c2ccc(C(=O)NS(=O)(=O)CC3CC3)cc21. (2) The result is 0 (unstable in human liver microsomes). The compound is CC(C)(C)c1cc(NC(=O)[C@@H]2CCCCN2C(=O)c2ccccc2)no1. (3) The compound is CCC(=O)NCCCc1cc(OC)ccc1-c1cccc(OC)c1. The result is 1 (stable in human liver microsomes). (4) The compound is C[C@](N)(Cc1ccccc1)C(=O)N[C@@H](Cc1ccccc1)C(N)=O. The result is 0 (unstable in human liver microsomes).